Task: Predict the reaction yield, written as a fraction of the theoretical maximum amount of product (1.0 means a 100% yield; for example, 0.34 means a 34% yield).. Dataset: Reaction yield outcomes from USPTO patents with 853,638 reactions (1) The reactants are [CH3:1][O:2][C:3]1[CH:4]=[C:5]2[C:9](=[CH:10][CH:11]=1)[NH:8][CH:7]=[C:6]2[CH2:12][C:13]([OH:15])=[O:14].[C:16]([O-])([O-])=O.[K+].[K+].CI. The catalyst is CN(C)C=O.O. The product is [CH3:1][O:2][C:3]1[CH:4]=[C:5]2[C:9](=[CH:10][CH:11]=1)[NH:8][CH:7]=[C:6]2[CH2:12][C:13]([O:15][CH3:16])=[O:14]. The yield is 0.940. (2) The reactants are [C:1]([CH2:3][C:4]([O:6][CH3:7])=[O:5])#[N:2].C(N(C(C)C)CC)(C)C.Br[CH:18]([CH3:28])[C:19]([C:21]1[CH:26]=[CH:25][CH:24]=[CH:23][C:22]=1[F:27])=[O:20]. The catalyst is O1CCCC1. The product is [C:1]([CH:3]([CH:18]([CH3:28])[C:19]([C:21]1[CH:26]=[CH:25][CH:24]=[CH:23][C:22]=1[F:27])=[O:20])[C:4]([O:6][CH3:7])=[O:5])#[N:2]. The yield is 0.800.